Dataset: Forward reaction prediction with 1.9M reactions from USPTO patents (1976-2016). Task: Predict the product of the given reaction. Given the reactants [CH3:1][O:2][C:3]1[CH:8]=[CH:7][C:6]([CH3:9])=[C:5]([N+:10]([O-:12])=[O:11])[CH:4]=1.C1C(C(OO)=O)=CC=CC=1.BrN1C(=O)CCC1=O.Cl.[NH2:32][CH2:33][C:34]([O:36][CH2:37][CH3:38])=[O:35].C(=O)([O-])O.[Na+], predict the reaction product. The product is: [CH3:1][O:2][C:3]1[CH:8]=[CH:7][C:6]([CH2:9][NH:32][CH2:33][C:34]([O:36][CH2:37][CH3:38])=[O:35])=[C:5]([N+:10]([O-:12])=[O:11])[CH:4]=1.